Dataset: Full USPTO retrosynthesis dataset with 1.9M reactions from patents (1976-2016). Task: Predict the reactants needed to synthesize the given product. (1) Given the product [F:36][C:31]1[CH:30]=[C:29]([CH:34]=[C:33]([F:35])[CH:32]=1)[CH2:28][NH:27][C:19]1[CH:18]=[C:17]([NH:16][C:13]2[CH:14]=[CH:15][C:10]([N:7]3[CH2:8][CH2:9][N:4]([CH2:3][CH2:2][NH:1][S:44]([CH3:43])(=[O:46])=[O:45])[CH2:5][CH2:6]3)=[CH:11][CH:12]=2)[N:22]=[CH:21][C:20]=1[CH2:23][C:24]([NH2:26])=[O:25], predict the reactants needed to synthesize it. The reactants are: [NH2:1][CH2:2][CH2:3][N:4]1[CH2:9][CH2:8][N:7]([C:10]2[CH:15]=[CH:14][C:13]([NH:16][C:17]3[N:22]=[CH:21][C:20]([CH2:23][C:24]([NH2:26])=[O:25])=[C:19]([NH:27][CH2:28][C:29]4[CH:34]=[C:33]([F:35])[CH:32]=[C:31]([F:36])[CH:30]=4)[CH:18]=3)=[CH:12][CH:11]=2)[CH2:6][CH2:5]1.N1C=CC=CC=1.[CH3:43][S:44](Cl)(=[O:46])=[O:45].O.N. (2) Given the product [F:1][C:2]1[CH:3]=[C:4]2[C:5]([CH:6]=[CH:12][C:11](=[O:13])[O:10]2)=[CH:8][CH:9]=1, predict the reactants needed to synthesize it. The reactants are: [F:1][C:2]1[CH:9]=[CH:8][C:5]([CH:6]=O)=[C:4]([OH:10])[CH:3]=1.[C:11](OC(=O)C)(=[O:13])[CH3:12].C(N(CC)CC)C. (3) Given the product [CH3:14][CH:13]1[CH2:12][N:11]([CH2:15][C:16]2[CH:24]=[CH:23][C:19]([C:20](=[O:21])[NH:63][C@H:64]3[C@H:69]4[C@@H:65]3[O:66][C:67]3[CH:73]=[CH:72][C:71]([O:74][C:75]5[C:76]6[CH2:77][CH2:78][C:79](=[O:85])[NH:80][C:81]=6[N:82]=[CH:83][CH:84]=5)=[CH:70][C:68]=34)=[CH:18][C:17]=2[C:25]([F:27])([F:28])[F:26])[CH2:10][CH:9]([CH3:29])[N:8]1[C:6]([O:5][C:1]([CH3:4])([CH3:3])[CH3:2])=[O:7], predict the reactants needed to synthesize it. The reactants are: [C:1]([O:5][C:6]([N:8]1[CH:13]([CH3:14])[CH2:12][N:11]([CH2:15][C:16]2[CH:24]=[CH:23][C:19]([C:20](O)=[O:21])=[CH:18][C:17]=2[C:25]([F:28])([F:27])[F:26])[CH2:10][CH:9]1[CH3:29])=[O:7])([CH3:4])([CH3:3])[CH3:2].CN(C(ON1N=NC2C=CC=NC1=2)=[N+](C)C)C.F[P-](F)(F)(F)(F)F.CCN(C(C)C)C(C)C.[NH2:63][C@H:64]1[C@H:69]2[C@@H:65]1[O:66][C:67]1[CH:73]=[CH:72][C:71]([O:74][C:75]3[CH:84]=[CH:83][N:82]=[C:81]4[C:76]=3[CH2:77][CH2:78][C:79](=[O:85])[NH:80]4)=[CH:70][C:68]=12. (4) Given the product [CH:1]1([C:5]([N:7]2[CH2:16][CH2:15][C:14]3[C:9](=[CH:10][CH:11]=[C:12]([C:17]([NH:19][OH:20])=[O:18])[CH:13]=3)[CH2:8]2)=[O:6])[CH2:2][CH2:3][CH2:4]1, predict the reactants needed to synthesize it. The reactants are: [CH:1]1([C:5]([N:7]2[CH2:16][CH2:15][C:14]3[C:9](=[CH:10][CH:11]=[C:12]([C:17]([NH:19][O:20]C4CCCCO4)=[O:18])[CH:13]=3)[CH2:8]2)=[O:6])[CH2:4][CH2:3][CH2:2]1.Cl. (5) Given the product [NH2:5][CH2:6][CH2:7][CH:8]([C:10]1[CH:15]=[C:14]([CH:13]=[CH:12][C:11]=1[F:25])/[CH:16]=[CH:17]/[C:18]1([OH:24])[CH2:23][CH2:22][CH2:21][CH2:20][CH2:19]1)[OH:9], predict the reactants needed to synthesize it. The reactants are: FC(F)(F)C([NH:5][CH2:6][CH2:7][CH:8]([C:10]1[CH:15]=[C:14](/[CH:16]=[CH:17]/[C:18]2([OH:24])[CH2:23][CH2:22][CH2:21][CH2:20][CH2:19]2)[CH:13]=[CH:12][C:11]=1[F:25])[OH:9])=O.Cl. (6) Given the product [C:20]1([C:23]2[CH:24]=[CH:25][CH:26]=[CH:27][CH:28]=2)[CH:19]=[CH:18][C:17]([CH2:16][C@H:14]2[N:13](/[CH:29]=[CH:30]/[C:31]3[CH:32]=[CH:33][CH:34]=[CH:35][CH:36]=3)[C:12](=[O:37])[C:11](=[CH2:3])[CH2:15]2)=[CH:22][CH:21]=1, predict the reactants needed to synthesize it. The reactants are: [H-].[Na+].[C:3]([C@@H:11]1[CH2:15][CH:14]([CH2:16][C:17]2[CH:22]=[CH:21][C:20]([C:23]3[CH:28]=[CH:27][CH:26]=[CH:25][CH:24]=3)=[CH:19][CH:18]=2)[N:13](/[CH:29]=[CH:30]/[C:31]2[CH:36]=[CH:35][CH:34]=[CH:33][CH:32]=2)[C:12]1=[O:37])(=O)C1C=CC=CC=1.C=O. (7) Given the product [N:34]12[CH2:41][CH2:40][CH:37]([CH2:38][CH2:39]1)[C@@H:36]([O:15][C:14]([C:7]1([C:1]3[CH:6]=[CH:5][CH:4]=[CH:3][CH:2]=3)[CH2:13][CH2:12][CH2:11][CH2:10][CH2:9][CH2:8]1)=[O:16])[CH2:35]2, predict the reactants needed to synthesize it. The reactants are: [C:1]1([C:7]2([C:14]([OH:16])=[O:15])[CH2:13][CH2:12][CH2:11][CH2:10][CH2:9][CH2:8]2)[CH:6]=[CH:5][CH:4]=[CH:3][CH:2]=1.C(#N)CCC.C(N1C=CN=C1)(N1C=CN=C1)=O.[N:34]12[CH2:41][CH2:40][CH:37]([CH2:38][CH2:39]1)[C@@H:36](O)[CH2:35]2.